This data is from Forward reaction prediction with 1.9M reactions from USPTO patents (1976-2016). The task is: Predict the product of the given reaction. (1) Given the reactants C[O:2][C@:3]1([C@@H:24]2[CH2:28][S:27][C:26](=[O:29])[N:25]2CC2C=CC(OC)=CC=2)[CH2:8][C@H:7]([O:9][C:10](=[O:18])/[CH:11]=[C:12](/[CH3:17])\[CH2:13][CH2:14][CH2:15][CH3:16])[CH2:6][C@@H:5]([CH2:19][CH2:20][CH2:21][CH2:22][CH3:23])[O:4]1.CO[C@]1([C@@H]2CSC(=O)N2CC2C=CC(OC)=CC=2)C[C@H]2C[C@@H](CCCC=CCCC(C)=CC(=O)O2)O1, predict the reaction product. The product is: [OH:2][C@:3]1([C@@H:24]2[CH2:28][S:27][C:26](=[O:29])[NH:25]2)[CH2:8][C@H:7]([O:9][C:10](=[O:18])/[CH:11]=[C:12](/[CH3:17])\[CH2:13][CH2:14][CH2:15][CH3:16])[CH2:6][C@@H:5]([CH2:19][CH2:20][CH2:21][CH2:22][CH3:23])[O:4]1. (2) Given the reactants C[N:2]1[CH2:7][CH2:6][CH2:5][CH2:4][C:3]1=O.[C:9]1([CH3:15])[CH:14]=[CH:13]C=C[CH:10]=1.[CH3:16][CH:17]([CH3:19])[O-:18].[Al+3].[CH3:21][CH:22]([CH3:24])[O-].[CH3:25]C(C)[O-].[C@H:29](O)([C:35]([O-])=O)[C@@H:30](O)[C:31]([O-])=O.[Na+].[K+].[OH2:41], predict the reaction product. The product is: [OH:41]/[N:2]=[C:7](/[C@@H:6]1[C@:29]2([CH3:35])[C@H:3]([C@H:22]3[C@H:24]([CH2:31][CH2:30]2)[C@:9]2([CH3:10])[C:14](=[CH:16][C:17](=[O:18])[CH2:19][CH2:15]2)[CH2:13][CH2:21]3)[CH2:4][CH2:5]1)\[CH3:25].